From a dataset of Full USPTO retrosynthesis dataset with 1.9M reactions from patents (1976-2016). Predict the reactants needed to synthesize the given product. (1) Given the product [N+:20]([C:16]1[CH:15]=[C:14]([C:12]2[N:1]=[C:2]([NH2:4])[S:3][CH:11]=2)[CH:19]=[CH:18][CH:17]=1)([O-:22])=[O:21], predict the reactants needed to synthesize it. The reactants are: [NH2:1][C:2]([NH2:4])=[S:3].C([O-])(=O)C.[Na+].Br[CH2:11][C:12]([C:14]1[CH:19]=[CH:18][CH:17]=[C:16]([N+:20]([O-:22])=[O:21])[CH:15]=1)=O. (2) Given the product [CH2:18]([NH:20][C:2]1[C:7]([N+:8]([O-:10])=[O:9])=[CH:6][CH:5]=[C:4]([F:11])[C:3]=1[C:12]1[CH:17]=[CH:16][CH:15]=[CH:14][N:13]=1)[CH3:19], predict the reactants needed to synthesize it. The reactants are: F[C:2]1[C:7]([N+:8]([O-:10])=[O:9])=[CH:6][CH:5]=[C:4]([F:11])[C:3]=1[C:12]1[CH:17]=[CH:16][CH:15]=[CH:14][N:13]=1.[CH2:18]([NH2:20])[CH3:19].CCN(C(C)C)C(C)C.